This data is from Catalyst prediction with 721,799 reactions and 888 catalyst types from USPTO. The task is: Predict which catalyst facilitates the given reaction. (1) Reactant: [C:1]1(=[O:11])[C:9]2[C:4](=[CH:5][CH:6]=[CH:7][CH:8]=2)[C:3](=[O:10])O1.[NH2:12][CH2:13][CH2:14][CH2:15][C:16]([OH:18])=[O:17].C(N(CC)CC)C. Product: [O:10]=[C:3]1[C:4]2[C:9](=[CH:8][CH:7]=[CH:6][CH:5]=2)[C:1](=[O:11])[N:12]1[CH2:13][CH2:14][CH2:15][C:16]([OH:18])=[O:17]. The catalyst class is: 11. (2) Reactant: C(OC([NH:11][CH:12]1[N:18]=[C:17]([C:19]2[CH:24]=[CH:23][CH:22]=[CH:21][C:20]=2[F:25])[C:16]2[CH:26]=[CH:27][CH:28]=[C:29]([CH3:30])[C:15]=2[N:14]([CH2:31][C:32]([C:34]2[CH:39]=[CH:38][CH:37]=[CH:36][C:35]=2[N+:40]([O-:42])=[O:41])=[O:33])[C:13]1=[O:43])=O)C1C=CC=CC=1.[BrH:44].O. Product: [BrH:44].[NH2:11][CH:12]1[N:18]=[C:17]([C:19]2[CH:24]=[CH:23][CH:22]=[CH:21][C:20]=2[F:25])[C:16]2[CH:26]=[CH:27][CH:28]=[C:29]([CH3:30])[C:15]=2[N:14]([CH2:31][C:32]([C:34]2[CH:39]=[CH:38][CH:37]=[CH:36][C:35]=2[N+:40]([O-:42])=[O:41])=[O:33])[C:13]1=[O:43]. The catalyst class is: 15. (3) Reactant: [Br:1][C:2]1[CH:3]=[N:4][C:5]([NH:8][CH:9]([CH2:14][CH:15]([CH3:17])[CH3:16])[C:10]([O:12]C)=[O:11])=[N:6][CH:7]=1.[Li+].[OH-].Cl. Product: [Br:1][C:2]1[CH:7]=[N:6][C:5]([NH:8][C@H:9]([C:10]([OH:12])=[O:11])[CH2:14][CH:15]([CH3:16])[CH3:17])=[N:4][CH:3]=1. The catalyst class is: 430. (4) Reactant: [CH3:1][C:2]([CH3:15])=[CH:3][CH2:4][N:5]1[C:9]2[CH:10]=[CH:11][CH:12]=[CH:13][C:8]=2[NH:7][C:6]1=[O:14].[Al+3].[Cl-].[Cl-].[Cl-]. Product: [CH3:1][C:2]1([CH3:15])[C:10]2[C:9]3=[C:8]([NH:7][C:6](=[O:14])[N:5]3[CH2:4][CH2:3]1)[CH:13]=[CH:12][CH:11]=2. The catalyst class is: 159. (5) Product: [CH:21]([O:20][C:18](=[O:19])[CH2:17][O:1][C:2]1[CH:9]=[CH:8][CH:7]=[C:4]([CH:5]=[O:6])[CH:3]=1)([CH3:23])[CH3:22]. Reactant: [OH:1][C:2]1[CH:3]=[C:4]([CH:7]=[CH:8][CH:9]=1)[CH:5]=[O:6].CC(C)([O-])C.[K+].Br[CH2:17][C:18]([O:20][CH:21]([CH3:23])[CH3:22])=[O:19]. The catalyst class is: 3. (6) Reactant: [F-].C([N+](CCCC)(CCCC)CCCC)CCC.[CH3:19][O:20][C:21](=[O:60])[CH2:22][C:23]1[CH:24]=[N:25][CH:26]=[C:27]([C:29]2[CH:34]=[CH:33][C:32]([C:35]([CH2:57][CH3:58])([C:38]3[CH:43]=[CH:42][C:41]([C:44]#[C:45][C:46]([CH2:54][CH3:55])([O:49][Si](C)(C)C)[CH2:47][CH3:48])=[C:40]([CH3:56])[CH:39]=3)[CH2:36][CH3:37])=[CH:31][C:30]=2[CH3:59])[CH:28]=1. Product: [CH3:19][O:20][C:21](=[O:60])[CH2:22][C:23]1[CH:24]=[N:25][CH:26]=[C:27]([C:29]2[CH:34]=[CH:33][C:32]([C:35]([CH2:36][CH3:37])([C:38]3[CH:43]=[CH:42][C:41]([C:44]#[C:45][C:46]([CH2:54][CH3:55])([OH:49])[CH2:47][CH3:48])=[C:40]([CH3:56])[CH:39]=3)[CH2:57][CH3:58])=[CH:31][C:30]=2[CH3:59])[CH:28]=1. The catalyst class is: 54. (7) Reactant: [CH3:1][C:2]([O:5][C:6]([NH:8][C@@H:9]([C:16]([OH:18])=O)[C:10]1[CH:15]=[CH:14][CH:13]=[CH:12][CH:11]=1)=[O:7])([CH3:4])[CH3:3].[F:19][C:20]1[CH:28]=[CH:27][C:23]([CH2:24][CH2:25][NH2:26])=[CH:22][CH:21]=1.C1CN([P+](Br)(N2CCCC2)N2CCCC2)CC1.F[P-](F)(F)(F)(F)F. Product: [C:2]([O:5][C:6](=[O:7])[NH:8][C@H:9]([C:16](=[O:18])[NH:26][CH2:25][CH2:24][C:23]1[CH:27]=[CH:28][C:20]([F:19])=[CH:21][CH:22]=1)[C:10]1[CH:11]=[CH:12][CH:13]=[CH:14][CH:15]=1)([CH3:1])([CH3:3])[CH3:4]. The catalyst class is: 2.